This data is from Forward reaction prediction with 1.9M reactions from USPTO patents (1976-2016). The task is: Predict the product of the given reaction. (1) Given the reactants [NH2:1][C:2]1[N:7]([CH3:8])[C:6](=[O:9])[CH:5]=[C:4]([CH2:10][CH2:11][C:12]2[CH:13]=[C:14]([C:18]3[CH:23]=[CH:22][CH:21]=[C:20]([OH:24])[CH:19]=3)[CH:15]=[CH:16][CH:17]=2)[N:3]=1.C([O-])([O-])=O.[K+].[K+].[C:31]([O:34][CH2:35][CH2:36]Br)(=[O:33])[CH3:32], predict the reaction product. The product is: [C:31]([O:34][CH2:35][CH2:36][O:24][C:20]1[CH:19]=[C:18]([C:14]2[CH:15]=[CH:16][CH:17]=[C:12]([CH2:11][CH2:10][C:4]3[N:3]=[C:2]([NH2:1])[N:7]([CH3:8])[C:6](=[O:9])[CH:5]=3)[CH:13]=2)[CH:23]=[CH:22][CH:21]=1)(=[O:33])[CH3:32]. (2) The product is: [Cl:22][C:15]1[C:16]([F:21])=[CH:17][CH:18]=[C:19]([Cl:20])[C:14]=1[CH:12]([O:11][N:10]1[C:4]2[C:5](=[N:6][CH:7]=[C:2]([C:29]3[CH:30]=[C:31]4[C:26]([CH:25]=[CH:24][NH:23]4)=[CH:27][CH:28]=3)[CH:3]=2)[CH:8]=[CH:9]1)[CH3:13]. Given the reactants Br[C:2]1[CH:3]=[C:4]2[N:10]([O:11][CH:12]([C:14]3[C:19]([Cl:20])=[CH:18][CH:17]=[C:16]([F:21])[C:15]=3[Cl:22])[CH3:13])[CH:9]=[CH:8][C:5]2=[N:6][CH:7]=1.[NH:23]1[C:31]2[C:26](=[CH:27][CH:28]=[C:29](B(O)O)[CH:30]=2)[CH:25]=[CH:24]1, predict the reaction product. (3) Given the reactants Cl[C:2]1[CH:7]=[C:6]([F:8])[C:5]([F:9])=[C:4]([N+:10]([O-])=O)[C:3]=1Cl.C(N(CC)CC)C.[H][H].ClC1C(Cl)=CC(F)=C(F)C=1N, predict the reaction product. The product is: [F:9][C:5]1[C:6]([F:8])=[CH:7][CH:2]=[CH:3][C:4]=1[NH2:10]. (4) Given the reactants [B:1]([C:4]1[CH:5]=[C:6]([CH:10]=[CH:11][C:12]=1[O:13][CH3:14])[C:7](O)=[O:8])([OH:3])[OH:2].CN.[CH3:17][N:18](C(ON1N=NC2C=CC=NC1=2)=[N+](C)C)C.F[P-](F)(F)(F)(F)F.CN1CCOCC1, predict the reaction product. The product is: [CH3:14][O:13][C:12]1[CH:11]=[CH:10][C:6]([C:7](=[O:8])[NH:18][CH3:17])=[CH:5][C:4]=1[B:1]([OH:3])[OH:2]. (5) Given the reactants [Cl:1][C:2]1[CH:28]=[CH:27][C:5]([O:6][C:7]2[CH:12]=[CH:11][C:10]([N:13]3[C@@H:17]([C:18]4[CH:23]=[CH:22][CH:21]=[CH:20][CH:19]=4)[C@H:16]([CH2:24][OH:25])[O:15][C:14]3=[O:26])=[CH:9][CH:8]=2)=[CH:4][CH:3]=1.[CH:29]([N:32]=[C:33]=[O:34])([CH3:31])[CH3:30].O.C(OCC)(=O)C, predict the reaction product. The product is: [CH:29]([NH:32][C:33](=[O:34])[O:25][CH2:24][C@@H:16]1[O:15][C:14](=[O:26])[N:13]([C:10]2[CH:9]=[CH:8][C:7]([O:6][C:5]3[CH:4]=[CH:3][C:2]([Cl:1])=[CH:28][CH:27]=3)=[CH:12][CH:11]=2)[C@H:17]1[C:18]1[CH:23]=[CH:22][CH:21]=[CH:20][CH:19]=1)([CH3:31])[CH3:30].